This data is from Catalyst prediction with 721,799 reactions and 888 catalyst types from USPTO. The task is: Predict which catalyst facilitates the given reaction. (1) Reactant: [C:1]([C:3]1[CH:4]=[C:5]([CH:9]=[CH:10][C:11]=1[F:12])[C:6](O)=[O:7])#[N:2].C(Cl)(=O)C([Cl:16])=O. Product: [C:1]([C:3]1[CH:4]=[C:5]([CH:9]=[CH:10][C:11]=1[F:12])[C:6]([Cl:16])=[O:7])#[N:2]. The catalyst class is: 59. (2) Product: [F:59][C:60]1[CH:61]=[C:62]([CH:65]=[CH:66][CH:67]=1)[CH2:63][NH:64][C:8](=[O:10])[CH2:7][C:4]1[CH:3]=[CH:2][C:1]([C:11]2[CH:16]=[CH:15][CH:14]=[CH:13][CH:12]=2)=[CH:6][CH:5]=1. Reactant: [C:1]1([C:11]2[CH:16]=[CH:15][CH:14]=[CH:13][CH:12]=2)[CH:6]=[CH:5][C:4]([CH2:7][C:8]([OH:10])=O)=[CH:3][CH:2]=1.CCN(C(C)C)C(C)C.C1CN([P+](ON2N=NC3C=CC=CC2=3)(N2CCCC2)N2CCCC2)CC1.F[P-](F)(F)(F)(F)F.[F:59][C:60]1[CH:61]=[C:62]([CH:65]=[CH:66][CH:67]=1)[CH2:63][NH2:64].Cl. The catalyst class is: 18. (3) Reactant: O[CH2:2][C@@H:3]1[N:7]([CH3:8])[C:6](=[O:9])[CH2:5][CH2:4]1.[Cl:10][C:11]1[CH:19]=[CH:18][CH:17]=[C:16]2[C:12]=1[C:13]([C:20]([NH:22][CH2:23][CH:24]1[CH2:29][CH2:28][C:27]([F:31])([F:30])[CH2:26][CH2:25]1)=[O:21])=[CH:14][NH:15]2.C(C=P(CCCC)(CCCC)CCCC)#N. Product: [Cl:10][C:11]1[CH:19]=[CH:18][CH:17]=[C:16]2[C:12]=1[C:13]([C:20]([NH:22][CH2:23][CH:24]1[CH2:29][CH2:28][C:27]([F:30])([F:31])[CH2:26][CH2:25]1)=[O:21])=[CH:14][N:15]2[CH2:2][C@H:3]1[CH2:4][CH2:5][C:6](=[O:9])[N:7]1[CH3:8]. The catalyst class is: 11. (4) Reactant: [F:1][C:2]1[C:7]([N:8]2[CH2:13][CH2:12][O:11][CH2:10][CH2:9]2)=[CH:6][C:5]([N:14]2[CH2:18][C@H:17]([CH2:19][NH:20][C:21](=[O:23])[CH3:22])[O:16][C:15]2=[O:24])=[C:4]([N+:25]([O-])=O)[CH:3]=1.[H][H]. Product: [NH2:25][C:4]1[CH:3]=[C:2]([F:1])[C:7]([N:8]2[CH2:13][CH2:12][O:11][CH2:10][CH2:9]2)=[CH:6][C:5]=1[N:14]1[CH2:18][C@H:17]([CH2:19][NH:20][C:21](=[O:23])[CH3:22])[O:16][C:15]1=[O:24]. The catalyst class is: 19. (5) The catalyst class is: 1. Product: [CH3:1][C:2]1[CH:11]=[C:10]([CH2:12][O:13][CH:14]2[CH2:15][CH2:16][N:17]([S:20]([CH2:23][C:35](=[O:36])[CH3:34])(=[O:22])=[O:21])[CH2:18][CH2:19]2)[C:9]2[C:4](=[CH:5][CH:6]=[CH:7][CH:8]=2)[N:3]=1. Reactant: [CH3:1][C:2]1[CH:11]=[C:10]([CH2:12][O:13][CH:14]2[CH2:19][CH2:18][N:17]([S:20]([CH3:23])(=[O:22])=[O:21])[CH2:16][CH2:15]2)[C:9]2[C:4](=[CH:5][CH:6]=[CH:7][CH:8]=2)[N:3]=1.[Li+].C[Si]([N-][Si](C)(C)C)(C)C.[CH3:34][CH2:35][O:36]C(C)=O.[Cl-].[NH4+].CCCC(C)C. (6) Reactant: Cl[C:2]1[N:7]=[C:6]([CH3:8])[N:5]=[C:4]([S:9][CH3:10])[N:3]=1.[IH:11]. Product: [I:11][C:2]1[N:7]=[C:6]([CH3:8])[N:5]=[C:4]([S:9][CH3:10])[N:3]=1. The catalyst class is: 2. (7) Reactant: Br[CH2:2][C:3]1[CH:7]=[CH:6][S:5][CH:4]=1.[B:8]1([B:8]2[O:12][C:11]([CH3:14])([CH3:13])[C:10]([CH3:16])([CH3:15])[O:9]2)[O:12][C:11]([CH3:14])([CH3:13])[C:10]([CH3:16])([CH3:15])[O:9]1.C(=O)([O-])[O-].[K+].[K+]. Product: [CH3:15][C:10]1([CH3:16])[C:11]([CH3:14])([CH3:13])[O:12][B:8]([CH2:2][C:3]2[CH:7]=[CH:6][S:5][CH:4]=2)[O:9]1. The catalyst class is: 755. (8) Reactant: [Cl:1][C:2]1[N:3]=[CH:4][N:5]([CH3:9])[C:6]=1[CH2:7]O.[Br:10]P(Br)Br. Product: [Br:10][CH2:7][C:6]1[N:5]([CH3:9])[CH:4]=[N:3][C:2]=1[Cl:1]. The catalyst class is: 22.